The task is: Binary Classification. Given a miRNA mature sequence and a target amino acid sequence, predict their likelihood of interaction.. This data is from Experimentally validated miRNA-target interactions with 360,000+ pairs, plus equal number of negative samples. The miRNA is cel-miR-787-3p with sequence UAAGCUCGUUUUAGUAUCUUUCG. The protein sequence of the target gene is MQNYKYDKAIVAESKNGGSPALNNNPRKGGSKRVLLICLDLFCLFMAGLPFIIIETSTIKPYHRGFYCNDESIKYPQKTGETINDAVLTAVGIVIAILAIITGEFYRIYYLKEKSRSTIQNPYVAALYKQVGCFLFGCAISQSFTDIAKVSIGRLRPHFLNVCNPDFSQINCSVGYIQNYRCRGEDSKVQEARKSFFSGHASFSMYTMLYLVLYLQARFTWRGARLLRPLLQFTLIMMAFYTGLSRVSDHKHHPSDVLAGFAQGALVACCIVFFVSDLFKTKTTLSLPPSAIRKDMLSPV.... Result: 0 (no interaction).